The task is: Predict the reactants needed to synthesize the given product.. This data is from Full USPTO retrosynthesis dataset with 1.9M reactions from patents (1976-2016). (1) Given the product [CH2:35]([O:37][C:38](=[O:48])[C@H:39]([CH2:41][CH2:42][C:43]([O:45][CH2:46][CH3:47])=[O:44])[NH:40][C:14](=[O:16])[C:13]1[CH:12]=[CH:11][C:10]([CH2:9][NH:8][C:6]([O:5][C:1]([CH3:2])([CH3:3])[CH3:4])=[O:7])=[CH:18][CH:17]=1)[CH3:36], predict the reactants needed to synthesize it. The reactants are: [C:1]([O:5][C:6]([NH:8][CH2:9][C:10]1[CH:18]=[CH:17][C:13]([C:14]([OH:16])=O)=[CH:12][CH:11]=1)=[O:7])([CH3:4])([CH3:3])[CH3:2].CN1CCOCC1.C(OC(Cl)=O)C(C)C.Cl.[CH2:35]([O:37][C:38](=[O:48])[C@H:39]([CH2:41][CH2:42][C:43]([O:45][CH2:46][CH3:47])=[O:44])[NH2:40])[CH3:36]. (2) Given the product [CH3:1][N:2]1[CH2:7][CH2:6][N:5]([CH2:8][CH2:9][CH2:10][NH:11][C:12]([C:14]2[N:15]([CH3:29])[C:16]([C:19]3[S:27][C:26]4[C:21](=[N:22][CH:23]=[CH:24][C:25]=4[NH:40][C:36]4[CH:37]=[C:38]5[C:33](=[CH:34][CH:35]=4)[NH:32][C:31]([CH3:30])=[CH:39]5)[CH:20]=3)=[CH:17][N:18]=2)=[O:13])[CH2:4][CH2:3]1, predict the reactants needed to synthesize it. The reactants are: [CH3:1][N:2]1[CH2:7][CH2:6][N:5]([CH2:8][CH2:9][CH2:10][NH:11][C:12]([C:14]2[N:15]([CH3:29])[C:16]([C:19]3[S:27][C:26]4[C:21](=[N:22][CH:23]=[CH:24][C:25]=4Cl)[CH:20]=3)=[CH:17][N:18]=2)=[O:13])[CH2:4][CH2:3]1.[CH3:30][C:31]1[NH:32][C:33]2[C:38]([CH:39]=1)=[CH:37][C:36]([NH2:40])=[CH:35][CH:34]=2. (3) Given the product [C:29]([O:32][C:33]([N:6]1[C:7]2[C:12](=[CH:11][C:10]([Cl:18])=[CH:9][CH:8]=2)[C:13]([C:14](=[O:17])[CH2:15][Br:16])=[C:5]1[C:3](=[O:4])[N:2]([CH3:19])[CH3:1])=[O:34])([CH3:31])([CH3:30])[CH3:28], predict the reactants needed to synthesize it. The reactants are: [CH3:1][N:2]([CH3:19])[C:3]([C:5]1[NH:6][C:7]2[C:12]([C:13]=1[C:14](=[O:17])[CH2:15][Br:16])=[CH:11][C:10]([Cl:18])=[CH:9][CH:8]=2)=[O:4].N1C(C)=CC=CC=1C.[CH3:28][C:29]([O:32][C:33](O[C:33]([O:32][C:29]([CH3:31])([CH3:30])[CH3:28])=[O:34])=[O:34])([CH3:31])[CH3:30]. (4) Given the product [NH:15]1[C:18]2[C:11](=[CH:12][C:33]([C:32]([O:35][CH3:25])=[O:34])=[CH:16][CH:17]=2)[CH2:10][CH2:13]1, predict the reactants needed to synthesize it. The reactants are: C1(C2[CH:12]=[CH:11][C:10]([C:13]([N:15]3[CH2:18][CH:17](N4CCNCC4)[CH2:16]3)=O)=CC=2)CCCCC1.[C:25]([BH3-])#N.[Na+].O.[OH-].[Na+].[C:32]([OH:35])(=[O:34])[CH3:33]. (5) Given the product [CH2:1]([O:3][C:4]([C:6]1([NH:15][S:24]([C:19]2[CH:20]=[C:21]([Cl:23])[CH:22]=[C:17]([Cl:16])[C:18]=2[OH:28])(=[O:25])=[O:26])[CH2:14][C:13]2[C:8](=[CH:9][CH:10]=[CH:11][CH:12]=2)[CH2:7]1)=[O:5])[CH3:2], predict the reactants needed to synthesize it. The reactants are: [CH2:1]([O:3][C:4]([C:6]1([NH2:15])[CH2:14][C:13]2[C:8](=[CH:9][CH:10]=[CH:11][CH:12]=2)[CH2:7]1)=[O:5])[CH3:2].[Cl:16][C:17]1[C:18]([OH:28])=[C:19]([S:24](Cl)(=[O:26])=[O:25])[CH:20]=[C:21]([Cl:23])[CH:22]=1.CCN(C(C)C)C(C)C.